Dataset: Full USPTO retrosynthesis dataset with 1.9M reactions from patents (1976-2016). Task: Predict the reactants needed to synthesize the given product. (1) Given the product [F:15][C:14]([F:17])([F:16])[C:11]1[CH:12]=[CH:13][C:8]([C:4]2[C:3]([CH2:2][CH2:19][C:20]([OH:22])=[O:21])=[CH:7][O:6][N:5]=2)=[CH:9][CH:10]=1, predict the reactants needed to synthesize it. The reactants are: Cl[CH2:2][C:3]1[C:4]([C:8]2[CH:13]=[CH:12][C:11]([C:14]([F:17])([F:16])[F:15])=[CH:10][CH:9]=2)=[N:5][O:6][CH:7]=1.C(OCC)(=O)[CH2:19][C:20]([O:22]CC)=[O:21].[H-].[Na+].Cl. (2) Given the product [CH:28]1([C:27]2[C:26]3[CH:25]=[CH:24][C:23]([C:34]([NH:36][S:37]([N:40]([CH2:42][CH:43]([O:46][CH3:47])[O:44][CH3:45])[CH3:41])(=[O:39])=[O:38])=[O:35])=[CH:22][C:21]=3[N:19]3[C:18]=2[C:17]2[CH:48]=[CH:49][CH:50]=[CH:51][C:16]=2[O:15][CH2:14][CH:13]([CH2:12][O:11][CH2:10][CH2:9][NH:8][CH3:1])[CH2:20]3)[CH2:29][CH2:30][CH2:31][CH2:32][CH2:33]1, predict the reactants needed to synthesize it. The reactants are: [CH2:1]([N:8](C)[CH2:9][CH2:10][O:11][CH2:12][CH:13]1[CH2:20][N:19]2[C:21]3[CH:22]=[C:23]([C:34]([NH:36][S:37]([N:40]([CH2:42][CH:43]([O:46][CH3:47])[O:44][CH3:45])[CH3:41])(=[O:39])=[O:38])=[O:35])[CH:24]=[CH:25][C:26]=3[C:27]([CH:28]3[CH2:33][CH2:32][CH2:31][CH2:30][CH2:29]3)=[C:18]2[C:17]2[CH:48]=[CH:49][CH:50]=[CH:51][C:16]=2[O:15][CH2:14]1)C1C=CC=CC=1.CC(O)=O. (3) Given the product [CH3:1][O:2][C:3]([C:4]1[CH:9]=[C:8]2[C:7](=[C:6]([C:16]([CH3:19])([CH3:18])[CH3:17])[CH:5]=1)[O:10][CH2:11][CH2:12][C:13]2([CH3:14])[CH3:15])=[O:20], predict the reactants needed to synthesize it. The reactants are: [CH3:1][O:2][C:3](=[O:20])[C:4]1[CH:9]=[CH:8][C:7]([O:10][CH2:11][CH:12]=[C:13]([CH3:15])[CH3:14])=[C:6]([C:16]([CH3:19])([CH3:18])[CH3:17])[CH:5]=1.FC(F)(F)S(O)(=O)=O. (4) Given the product [C:1]([O:5][C:6]([N:8]1[CH2:13][CH2:12][CH:11]([C:14]2([CH3:24])[O:23][C:17]3=[CH:18][N:19]=[C:20]([C:32]4[CH2:33][CH2:34][N:29]([S:26]([CH3:25])(=[O:28])=[O:27])[CH2:30][CH:31]=4)[CH:21]=[C:16]3[CH2:15]2)[CH2:10][CH2:9]1)=[O:7])([CH3:4])([CH3:3])[CH3:2], predict the reactants needed to synthesize it. The reactants are: [C:1]([O:5][C:6]([N:8]1[CH2:13][CH2:12][CH:11]([C:14]2([CH3:24])[O:23][C:17]3=[CH:18][N:19]=[C:20](Cl)[CH:21]=[C:16]3[CH2:15]2)[CH2:10][CH2:9]1)=[O:7])([CH3:4])([CH3:3])[CH3:2].[CH3:25][S:26]([N:29]1[CH2:34][CH:33]=[C:32](B2OC(C)(C)C(C)(C)O2)[CH2:31][CH2:30]1)(=[O:28])=[O:27]. (5) Given the product [CH:46]([N:43]1[C:44](=[O:45])[N:40]([C:37]2[CH:38]=[CH:39][C:34]([C:9]3[CH:10]=[N:11][C:12]([N:17]4[CH2:22][CH2:21][N:20]([C:23]5[O:24][C:25]([C:28]([F:29])([F:30])[F:31])=[N:26][N:27]=5)[CH2:19][CH2:18]4)=[C:13]([CH:16]=3)[C:14]#[N:15])=[CH:35][CH:36]=2)[CH:41]=[N:42]1)([CH3:48])[CH3:47], predict the reactants needed to synthesize it. The reactants are: CC1(C)C(C)(C)OB([C:9]2[CH:10]=[N:11][C:12]([N:17]3[CH2:22][CH2:21][N:20]([C:23]4[O:24][C:25]([C:28]([F:31])([F:30])[F:29])=[N:26][N:27]=4)[CH2:19][CH2:18]3)=[C:13]([CH:16]=2)[C:14]#[N:15])O1.Br[C:34]1[CH:39]=[CH:38][C:37]([N:40]2[C:44](=[O:45])[N:43]([CH:46]([CH3:48])[CH3:47])[N:42]=[CH:41]2)=[CH:36][CH:35]=1.C(=O)([O-])[O-].[Na+].[Na+]. (6) Given the product [CH3:25][O:24][C:21]1[N:22]=[CH:23][C:18]([NH:17][C:2]2[N:3]=[C:4]3[CH:9]=[CH:8][CH:7]=[CH:6][N:5]3[CH:10]=2)=[CH:19][CH:20]=1, predict the reactants needed to synthesize it. The reactants are: Cl[C:2]1[N:3]=[C:4]2[CH:9]=[CH:8][CH:7]=[CH:6][N:5]2[CH:10]=1.CC(C)([O-])C.[Na+].[NH2:17][C:18]1[CH:19]=[CH:20][C:21]([O:24][CH3:25])=[N:22][CH:23]=1.